Dataset: Full USPTO retrosynthesis dataset with 1.9M reactions from patents (1976-2016). Task: Predict the reactants needed to synthesize the given product. Given the product [NH2:7][C:6]1[CH:13]=[C:2]([Br:1])[CH:3]=[CH:4][C:5]=1[C:10]([N:19]1[CH2:20][CH2:21][CH:16]([N:15]([CH3:22])[CH3:14])[CH2:17][CH2:18]1)=[O:11], predict the reactants needed to synthesize it. The reactants are: [Br:1][C:2]1[CH:3]=[CH:4][C:5]2[C:10](=[O:11])OC(=O)[NH:7][C:6]=2[CH:13]=1.[CH3:14][N:15]([CH3:22])[CH:16]1[CH2:21][CH2:20][NH:19][CH2:18][CH2:17]1.